This data is from Full USPTO retrosynthesis dataset with 1.9M reactions from patents (1976-2016). The task is: Predict the reactants needed to synthesize the given product. (1) Given the product [C:3]([O:7][C:8](=[O:49])[CH:9]([CH2:34][C:35]1[CH:36]=[N:37][C:38]([NH:41][C:42]([O:44][C:45]([CH3:48])([CH3:47])[CH3:46])=[O:43])=[CH:39][CH:40]=1)[CH:10]([S:24][CH2:25][C:26]1[CH:27]=[CH:28][C:29]([O:32][CH3:33])=[CH:30][CH:31]=1)[CH2:11][CH2:12][C:13]1[CH:14]=[C:15]([CH:21]=[CH:22][CH:23]=1)[C:16]([OH:18])=[O:17])([CH3:5])([CH3:6])[CH3:4], predict the reactants needed to synthesize it. The reactants are: [OH-].[K+].[C:3]([O:7][C:8](=[O:49])[CH:9]([CH2:34][C:35]1[CH:36]=[N:37][C:38]([NH:41][C:42]([O:44][C:45]([CH3:48])([CH3:47])[CH3:46])=[O:43])=[CH:39][CH:40]=1)[CH:10]([S:24][CH2:25][C:26]1[CH:31]=[CH:30][C:29]([O:32][CH3:33])=[CH:28][CH:27]=1)[CH2:11][CH2:12][C:13]1[CH:14]=[C:15]([CH:21]=[CH:22][CH:23]=1)[C:16]([O:18]CC)=[O:17])([CH3:6])([CH3:5])[CH3:4]. (2) The reactants are: [C:1](Cl)(=[O:7])[CH2:2][CH2:3][CH2:4][CH2:5][CH3:6].C(N(CC)CC)C.[C:16]1([SH:22])[CH:21]=[CH:20][CH:19]=[CH:18][CH:17]=1.CCCC(C)C.C(OCC)(=O)C. Given the product [C:1](=[O:7])([S:22][C:16]1[CH:21]=[CH:20][CH:19]=[CH:18][CH:17]=1)[CH2:2][CH2:3][CH2:4][CH2:5][CH3:6], predict the reactants needed to synthesize it. (3) Given the product [NH2:18][C:10]1[O:11][C:12]([CH3:16])([CH3:17])[C:13]([F:14])([F:15])[C@:8]([C:6]2[CH:7]=[C:2]([NH:1][C:29]([C:26]3[CH:25]=[CH:24][C:23]([C:21]#[N:22])=[CH:28][N:27]=3)=[O:30])[CH:3]=[CH:4][C:5]=2[F:20])([CH3:19])[N:9]=1, predict the reactants needed to synthesize it. The reactants are: [NH2:1][C:2]1[CH:3]=[CH:4][C:5]([F:20])=[C:6]([C@:8]2([CH3:19])[C:13]([F:15])([F:14])[C:12]([CH3:17])([CH3:16])[O:11][C:10]([NH2:18])=[N:9]2)[CH:7]=1.[C:21]([C:23]1[CH:24]=[CH:25][C:26]([C:29](O)=[O:30])=[N:27][CH:28]=1)#[N:22]. (4) Given the product [Cl:11][C:12]1[C:13]([F:20])=[C:14]([CH:17]=[CH:18][CH:19]=1)/[CH:15]=[C:3]1\[C:2](=[O:10])[NH:1][C:9]2[CH:8]=[CH:7][N:6]=[CH:5][C:4]\1=2, predict the reactants needed to synthesize it. The reactants are: [NH:1]1[C:9]2[CH:8]=[CH:7][N:6]=[CH:5][C:4]=2[CH2:3][C:2]1=[O:10].[Cl:11][C:12]1[C:13]([F:20])=[C:14]([CH:17]=[CH:18][CH:19]=1)[CH:15]=O.N1CCCCC1. (5) The reactants are: [CH3:1][O:2][C:3](=[O:28])[C:4]1[CH:9]=[C:8]([C:10](=[O:26])[C:11]2[CH:16]=[CH:15][C:14]([N:17]([C:19]3[CH:24]=[CH:23][C:22]([Cl:25])=[CH:21][CH:20]=3)[CH3:18])=[CH:13][CH:12]=2)[CH:7]=[C:6](Br)[CH:5]=1.[NH2:29][C:30]1[CH:35]=[CH:34][CH:33]=[CH:32][CH:31]=1.[C:36]([O-])([O-])=[O:37].[Na+].[Na+]. Given the product [CH3:1][O:2][C:3](=[O:28])[C:4]1[CH:5]=[C:6]([C:36](=[O:37])[NH:29][C:30]2[CH:35]=[CH:34][CH:33]=[CH:32][CH:31]=2)[CH:7]=[C:8]([C:10](=[O:26])[C:11]2[CH:16]=[CH:15][C:14]([N:17]([C:19]3[CH:24]=[CH:23][C:22]([Cl:25])=[CH:21][CH:20]=3)[CH3:18])=[CH:13][CH:12]=2)[CH:9]=1, predict the reactants needed to synthesize it. (6) Given the product [CH2:8]([C:6]1[CH:5]=[C:4]([O:13][CH2:15][CH:16]2[CH2:19][O:18]2)[CH:3]=[C:2]([O:1][CH2:20][CH:22]2[CH2:23][O:24]2)[CH:7]=1)[CH2:9][CH2:10][CH2:11][CH3:12], predict the reactants needed to synthesize it. The reactants are: [OH:1][C:2]1[CH:7]=[C:6]([CH2:8][CH2:9][CH2:10][CH2:11][CH3:12])[CH:5]=[C:4]([OH:13])[CH:3]=1.C[CH2:15][CH:16]([O:18][CH3:19])O.[CH2:20]([CH:22]1[O:24][CH2:23]1)Cl.O.[OH-].[Na+].